This data is from Peptide-MHC class I binding affinity with 185,985 pairs from IEDB/IMGT. The task is: Regression. Given a peptide amino acid sequence and an MHC pseudo amino acid sequence, predict their binding affinity value. This is MHC class I binding data. (1) The peptide sequence is ILMARYMSK. The MHC is HLA-A68:02 with pseudo-sequence HLA-A68:02. The binding affinity (normalized) is 0.0847. (2) The peptide sequence is KQLELFWVI. The MHC is HLA-A24:02 with pseudo-sequence HLA-A24:02. The binding affinity (normalized) is 1.00. (3) The peptide sequence is DMDFDLNIFM. The MHC is HLA-A02:01 with pseudo-sequence HLA-A02:01. The binding affinity (normalized) is 0.310. (4) The binding affinity (normalized) is 0.680. The peptide sequence is YGFVANFSM. The MHC is Mamu-A02 with pseudo-sequence Mamu-A02. (5) The peptide sequence is EISTNIRQAGVQYSR. The MHC is HLA-A02:06 with pseudo-sequence HLA-A02:06. The binding affinity (normalized) is 0. (6) The peptide sequence is SMFERDFHF. The MHC is HLA-B15:42 with pseudo-sequence HLA-B15:42. The binding affinity (normalized) is 0.213.